The task is: Predict the reactants needed to synthesize the given product.. This data is from Full USPTO retrosynthesis dataset with 1.9M reactions from patents (1976-2016). (1) Given the product [CH3:12][C:13]1[CH:21]=[C:20]([C:22]([F:24])([F:25])[F:23])[CH:19]=[C:18]([C:26]([F:27])([F:28])[F:29])[C:14]=1[C:15]([NH:11][C@@H:7]1[CH2:8][CH2:9][CH2:10][C@@H:6]1[N:1]1[CH2:2][CH2:3][CH2:4][CH2:5]1)=[O:16], predict the reactants needed to synthesize it. The reactants are: [N:1]1([C@H:6]2[CH2:10][CH2:9][CH2:8][C@H:7]2[NH2:11])[CH2:5][CH2:4][CH2:3][CH2:2]1.[CH3:12][C:13]1[CH:21]=[C:20]([C:22]([F:25])([F:24])[F:23])[CH:19]=[C:18]([C:26]([F:29])([F:28])[F:27])[C:14]=1[C:15](O)=[O:16]. (2) Given the product [CH3:1][C:2]1[CH:3]=[C:4]([CH:7]=[CH:8][C:9]=1[O:10][C:11]1[CH:16]=[CH:15][N:14]=[C:13]([CH3:17])[CH:12]=1)[CH2:5][NH2:6], predict the reactants needed to synthesize it. The reactants are: [CH3:1][C:2]1[CH:3]=[C:4]([CH:7]=[CH:8][C:9]=1[O:10][C:11]1[CH:16]=[CH:15][N:14]=[C:13]([CH3:17])[CH:12]=1)[C:5]#[N:6].